From a dataset of Forward reaction prediction with 1.9M reactions from USPTO patents (1976-2016). Predict the product of the given reaction. (1) The product is: [CH2:27]([O:26][C:24](=[O:25])[CH:23]=[C:2]1[CH2:7][CH2:6][N:5]([C:8]([O:10][C:11]([CH3:14])([CH3:13])[CH3:12])=[O:9])[CH2:4][CH2:3]1)[CH3:28]. Given the reactants O=[C:2]1[CH2:7][CH2:6][N:5]([C:8]([O:10][C:11]([CH3:14])([CH3:13])[CH3:12])=[O:9])[CH2:4][CH2:3]1.C(OP([CH2:23][C:24]([O:26][CH2:27][CH3:28])=[O:25])(OCC)=O)C.C(=O)([O-])[O-].[K+].[K+], predict the reaction product. (2) Given the reactants [Br:1][C:2]1[C:11]([O:12][CH2:13][C:14]#[N:15])=[CH:10][CH:9]=[C:8]2[C:3]=1[CH:4]=[CH:5][C:6]([CH2:16][N:17]([CH2:33][CH2:34][CH2:35][CH3:36])[C:18]([C:20]1[C:24]3[CH:25]=[CH:26][CH:27]=[CH:28][C:23]=3[O:22][C:21]=1[CH2:29][CH2:30][CH2:31][CH3:32])=[O:19])=[CH:7]2.[N-:37]=[N+:38]=[N-:39].[Na+].[Cl-].[NH4+].[OH-].[Na+], predict the reaction product. The product is: [Br:1][C:2]1[C:11]([O:12][CH2:13][C:14]2[NH:39][N:38]=[N:37][N:15]=2)=[CH:10][CH:9]=[C:8]2[C:3]=1[CH:4]=[CH:5][C:6]([CH2:16][N:17]([CH2:33][CH2:34][CH2:35][CH3:36])[C:18]([C:20]1[C:24]3[CH:25]=[CH:26][CH:27]=[CH:28][C:23]=3[O:22][C:21]=1[CH2:29][CH2:30][CH2:31][CH3:32])=[O:19])=[CH:7]2. (3) Given the reactants [C:1]([C:3]1[N:8]=[CH:7][C:6]([C:9]([OH:11])=O)=[CH:5][CH:4]=1)#[N:2].O.ON1C2C=CC=CC=2N=N1.[CH3:23][CH:24]([N:26]1[CH2:31][CH2:30][CH:29]([O:32][C:33]2[CH:38]=[CH:37][C:36]([CH:39]3[CH2:44][CH2:43][NH:42][CH2:41][CH2:40]3)=[CH:35][CH:34]=2)[CH2:28][CH2:27]1)[CH3:25], predict the reaction product. The product is: [CH3:25][CH:24]([N:26]1[CH2:27][CH2:28][CH:29]([O:32][C:33]2[CH:38]=[CH:37][C:36]([CH:39]3[CH2:44][CH2:43][N:42]([C:9]([C:6]4[CH:5]=[CH:4][C:3]([C:1]#[N:2])=[N:8][CH:7]=4)=[O:11])[CH2:41][CH2:40]3)=[CH:35][CH:34]=2)[CH2:30][CH2:31]1)[CH3:23]. (4) The product is: [C:1]([C:5]1[CH:12]=[CH:11][C:8]([CH:9]2[N:13]([C:14]3[S:15][C:16]([C:19]([F:22])([F:21])[F:20])=[N:17][N:18]=3)[C:26](=[O:25])[C:27]([OH:39])=[C:28]2[C:29](=[O:30])[C:31]2[CH:32]=[CH:33][C:34]([O:37][CH3:38])=[CH:35][CH:36]=2)=[CH:7][CH:6]=1)([CH3:4])([CH3:3])[CH3:2]. Given the reactants [C:1]([C:5]1[CH:12]=[CH:11][C:8]([CH:9]=O)=[CH:7][CH:6]=1)([CH3:4])([CH3:3])[CH3:2].[NH2:13][C:14]1[S:15][C:16]([C:19]([F:22])([F:21])[F:20])=[N:17][N:18]=1.C([O:25][C:26](=O)[C:27]([OH:39])=[CH:28][C:29]([C:31]1[CH:36]=[CH:35][C:34]([O:37][CH3:38])=[CH:33][CH:32]=1)=[O:30])C, predict the reaction product. (5) Given the reactants [Cl:1][C:2]1[S:6][C:5]([C:7]([OH:9])=O)=[CH:4][CH:3]=1.[CH2:10]([O:12][CH:13]([O:16][CH2:17][CH3:18])[CH2:14][NH2:15])[CH3:11].Cl.CN(C)CCCN=C=NCC, predict the reaction product. The product is: [CH2:10]([O:12][CH:13]([O:16][CH2:17][CH3:18])[CH2:14][NH:15][C:7]([C:5]1[S:6][C:2]([Cl:1])=[CH:3][CH:4]=1)=[O:9])[CH3:11]. (6) Given the reactants [Cl:1][C:2]1[CH:7]=[C:6]([Cl:8])[CH:5]=[CH:4][C:3]=1/[CH:9]=[CH:10]/[C:11]([OH:13])=[O:12].OS(O)(=O)=O.[CH2:19](O)[CH3:20], predict the reaction product. The product is: [Cl:1][C:2]1[CH:7]=[C:6]([Cl:8])[CH:5]=[CH:4][C:3]=1/[CH:9]=[CH:10]/[C:11]([O:13][CH2:19][CH3:20])=[O:12].